This data is from Forward reaction prediction with 1.9M reactions from USPTO patents (1976-2016). The task is: Predict the product of the given reaction. (1) Given the reactants [F:1][C:2]1[C:10]([C:11]2[CH:16]=[CH:15][CH:14]=[C:13]([F:17])[CH:12]=2)=[CH:9][C:8]([CH3:18])=[CH:7][C:3]=1[C:4]([OH:6])=O.C(Cl)(=O)C(Cl)=O.[NH2:25][C:26]1[C:27]([F:34])=[C:28]([OH:33])[CH:29]=[CH:30][C:31]=1[F:32].C([O-])(O)=O.[Na+], predict the reaction product. The product is: [F:34][C:27]1[C:28]([OH:33])=[CH:29][CH:30]=[C:31]([F:32])[C:26]=1[NH:25][C:4](=[O:6])[C:3]1[CH:7]=[C:8]([CH3:18])[CH:9]=[C:10]([C:11]2[CH:16]=[CH:15][CH:14]=[C:13]([F:17])[CH:12]=2)[C:2]=1[F:1]. (2) Given the reactants [NH2:1][CH2:2][C:3]([NH:5][OH:6])=[O:4].[F:7][CH2:8][CH2:9][CH2:10][CH2:11][O:12][C:13]1[CH:18]=[CH:17][C:16]([S:19](Cl)(=[O:21])=[O:20])=[CH:15][CH:14]=1.C(N(C(C)C)C(C)C)C, predict the reaction product. The product is: [F:7][CH2:8][CH2:9][CH2:10][CH2:11][O:12][C:13]1[CH:18]=[CH:17][C:16]([S:19]([NH:1][CH2:2][C:3]([NH:5][OH:6])=[O:4])(=[O:21])=[O:20])=[CH:15][CH:14]=1. (3) Given the reactants [CH:1]1([NH:4][C:5]2[N:10]3[N:11]=[C:12]([CH3:16])[C:13]([CH:14]=O)=[C:9]3[N:8]=[C:7]([CH3:17])[CH:6]=2)[CH2:3][CH2:2]1.[S:18]1[CH2:22][C:21](=[O:23])[NH:20][C:19]1=[O:24].N1CCCCC1, predict the reaction product. The product is: [CH:1]1([NH:4][C:5]2[N:10]3[N:11]=[C:12]([CH3:16])[C:13]([CH:14]=[C:22]4[S:18][C:19](=[O:24])[NH:20][C:21]4=[O:23])=[C:9]3[N:8]=[C:7]([CH3:17])[CH:6]=2)[CH2:3][CH2:2]1. (4) The product is: [CH2:1]([C:3]1[C:8](=[O:9])[NH:7][C:6](=[O:11])[NH:5][C:4]=1[C:13]([C:15]1[CH:16]=[C:17]([CH:22]=[CH:23][C:24]#[N:25])[CH:18]=[C:19]([CH3:21])[CH:20]=1)=[O:14])[CH3:2]. Given the reactants [CH2:1]([C:3]1[C:4]([C:13]([C:15]2[CH:16]=[C:17]([CH:22]=[CH:23][C:24]#[N:25])[CH:18]=[C:19]([CH3:21])[CH:20]=2)=[O:14])=[N:5][C:6]([O:11]C)=[N:7][C:8]=1[O:9]C)[CH3:2].C(Cl)(=O)C(Cl)=O, predict the reaction product. (5) Given the reactants [Br:1][C:2]1[CH:7]=[CH:6][C:5]([N:8]2[C:12]([C:13]3[CH:21]=[C:20]4[C:16]([C:17]([CH2:22][CH3:23])=[N:18][NH:19]4)=[CH:15][CH:14]=3)=[CH:11][CH:10]=[N:9]2)=[CH:4][CH:3]=1.[H-].[Na+].Br[CH:27]([CH3:29])[CH3:28].[Cl-].[NH4+], predict the reaction product. The product is: [Br:1][C:2]1[CH:7]=[CH:6][C:5]([N:8]2[C:12]([C:13]3[CH:21]=[C:20]4[C:16]([C:17]([CH2:22][CH3:23])=[N:18][N:19]4[CH:27]([CH3:29])[CH3:28])=[CH:15][CH:14]=3)=[CH:11][CH:10]=[N:9]2)=[CH:4][CH:3]=1. (6) Given the reactants [NH2:1][C:2]1[CH:7]=[CH:6][C:5]([C:8]2[N:13]=[C:12]([N:14]3[CH:19]([CH3:20])[CH2:18][O:17][CH2:16][CH:15]3[CH3:21])[N:11]=[C:10]([C:22]3[CH:27]=[CH:26][C:25]([NH:28][C:29]([NH:31][CH3:32])=[O:30])=[CH:24][CH:23]=3)[N:9]=2)=[CH:4][CH:3]=1.[C:33]([C:36]1[CH:37]=[C:38]([NH:42][C:43](=O)[O:44]C2C=CC=CC=2)[CH:39]=[CH:40][CH:41]=1)(=[O:35])[NH2:34], predict the reaction product. The product is: [CH3:21][CH:15]1[CH2:16][O:17][CH2:18][CH:19]([CH3:20])[N:14]1[C:12]1[N:11]=[C:10]([C:22]2[CH:27]=[CH:26][C:25]([NH:28][C:29](=[O:30])[NH:31][CH3:32])=[CH:24][CH:23]=2)[N:9]=[C:8]([C:5]2[CH:4]=[CH:3][C:2]([NH:1][C:43]([NH:42][C:38]3[CH:37]=[C:36]([CH:41]=[CH:40][CH:39]=3)[C:33]([NH2:34])=[O:35])=[O:44])=[CH:7][CH:6]=2)[N:13]=1.